This data is from Catalyst prediction with 721,799 reactions and 888 catalyst types from USPTO. The task is: Predict which catalyst facilitates the given reaction. The catalyst class is: 6. Reactant: Cl[C:2](Cl)(Cl)[CH:3]([OH:5])O.S([O-])([O-])(=O)=O.[Na+].[Na+].[Cl:15][C:16]1[CH:17]=[CH:18][C:19]([CH3:23])=[C:20]([CH:22]=1)[NH2:21].Cl.Cl.N[OH:27]. Product: [Cl:15][C:16]1[CH:17]=[CH:18][C:19]([CH3:23])=[C:20]2[C:22]=1[C:3](=[O:5])[C:2](=[O:27])[NH:21]2.